From a dataset of Catalyst prediction with 721,799 reactions and 888 catalyst types from USPTO. Predict which catalyst facilitates the given reaction. (1) Reactant: [CH:1]1[N:2]=[CH:3][N:4]2[CH2:9][CH2:8][NH:7][CH2:6][C:5]=12.CCN(C(C)C)C(C)C.[CH3:19][C:20]([O:23][C:24](O[C:24]([O:23][C:20]([CH3:22])([CH3:21])[CH3:19])=[O:25])=[O:25])([CH3:22])[CH3:21]. Product: [CH:1]1[N:2]=[CH:3][N:4]2[CH2:9][CH2:8][N:7]([C:24]([O:23][C:20]([CH3:22])([CH3:21])[CH3:19])=[O:25])[CH2:6][C:5]=12. The catalyst class is: 2. (2) Reactant: Br.[NH2:2][C:3]1[CH:8]=[CH:7][CH:6]=[C:5]([C:9]([CH3:12])([CH3:11])[CH3:10])[C:4]=1[OH:13].C(OCC)(=O)C.C(=O)([O-])O.[Na+].[Cl:25][CH:26]([C:30]1[CH:35]=[CH:34][CH:33]=[CH:32][CH:31]=1)[C:27](Cl)=[O:28]. Product: [C:9]([C:5]1[C:4]([OH:13])=[C:3]([NH:2][C:27](=[O:28])[CH:26]([Cl:25])[C:30]2[CH:35]=[CH:34][CH:33]=[CH:32][CH:31]=2)[CH:8]=[CH:7][CH:6]=1)([CH3:10])([CH3:12])[CH3:11]. The catalyst class is: 6. (3) Reactant: C1([C@@H]2COC(=O)N2[C:13](=[O:22])[CH2:14][C@H:15]([CH3:21])[CH2:16][C:17]([F:20])([F:19])[F:18])C=CC=CC=1.OO.O[Li].O.[O-:28]S([O-])=O.[Na+].[Na+]. Product: [F:20][C:17]([F:18])([F:19])[CH2:16][C@@H:15]([CH3:21])[CH2:14][C:13]([OH:22])=[O:28]. The catalyst class is: 731.